Dataset: Full USPTO retrosynthesis dataset with 1.9M reactions from patents (1976-2016). Task: Predict the reactants needed to synthesize the given product. (1) The reactants are: [F:1][C:2]1([F:15])[CH:6]([OH:7])[CH2:5][N:4](C(OC(C)(C)C)=O)[CH2:3]1.F[C:17]1[CH:24]=[CH:23][C:22]([C:25]2[N:30]=[C:29]([NH:31][C:32]3[CH:37]=[CH:36][C:35]([N:38]4[CH2:43][CH2:42][N:41]([CH:44]5[CH2:47][O:46][CH2:45]5)[CH2:40][CH2:39]4)=[CH:34][CH:33]=3)[N:28]=[CH:27][N:26]=2)=[CH:21][C:18]=1[C:19]#[N:20]. Given the product [F:15][C:2]1([F:1])[CH2:3][NH:4][CH2:5][CH:6]1[O:7][C:17]1[CH:24]=[CH:23][C:22]([C:25]2[N:30]=[C:29]([NH:31][C:32]3[CH:33]=[CH:34][C:35]([N:38]4[CH2:43][CH2:42][N:41]([CH:44]5[CH2:47][O:46][CH2:45]5)[CH2:40][CH2:39]4)=[CH:36][CH:37]=3)[N:28]=[CH:27][N:26]=2)=[CH:21][C:18]=1[C:19]#[N:20], predict the reactants needed to synthesize it. (2) Given the product [CH:1]([C:3]1[CH:8]=[CH:7][CH:6]=[CH:5][C:4]=1[CH2:22][NH:23][C:18](=[O:20])[O:21][CH3:16])=[O:2], predict the reactants needed to synthesize it. The reactants are: [CH:1]([C:3]1[CH:8]=[CH:7][CH:6]=[CH:5][C:4]=1NC(=O)OC)=[O:2].[H-].[Na+].[CH3:16]I.[C:18]([OH:21])(=[O:20])C.[CH3:22][N:23](C)C=O. (3) Given the product [F:23][C:22]([F:25])([F:24])[C:17]1[CH:18]=[CH:19][CH:20]=[CH:21][C:16]=1[C:14]([N:11]1[CH2:10][CH2:9][N:8]([C:5]2[N:6]=[N:7][C:2]([NH:1][C:30](=[O:31])[CH2:29][CH2:28][CH:27]([CH3:33])[CH3:26])=[CH:3][CH:4]=2)[CH2:13][CH2:12]1)=[O:15], predict the reactants needed to synthesize it. The reactants are: [NH2:1][C:2]1[N:7]=[N:6][C:5]([N:8]2[CH2:13][CH2:12][N:11]([C:14]([C:16]3[CH:21]=[CH:20][CH:19]=[CH:18][C:17]=3[C:22]([F:25])([F:24])[F:23])=[O:15])[CH2:10][CH2:9]2)=[CH:4][CH:3]=1.[CH3:26][CH:27]([CH3:33])[CH2:28][CH2:29][C:30](O)=[O:31].CN(C)CCCN=C=NCC.O. (4) Given the product [F:1][C:2]1[CH:3]=[C:4]([C@H:9]2[N:14]([CH2:15][C:16]([OH:18])=[O:17])[C:13](=[O:21])[C:12]([CH3:22])([CH3:23])[C:11](=[O:24])[CH2:10]2)[CH:5]=[C:6]([F:8])[CH:7]=1, predict the reactants needed to synthesize it. The reactants are: [F:1][C:2]1[CH:3]=[C:4]([C@H:9]2[N:14]([CH2:15][C:16]([O:18]CC)=[O:17])[C:13](=[O:21])[C:12]([CH3:23])([CH3:22])[C:11](=[O:24])[CH2:10]2)[CH:5]=[C:6]([F:8])[CH:7]=1.Cl. (5) Given the product [C:4]([O:3][CH2:1][CH3:2])(=[O:21])[CH3:5].[CH3:5][CH2:6][CH2:7][CH:8]([CH3:10])[CH3:9].[Cl:22][C:14]1[N:13]=[C:12]([C:17]#[N:18])[CH:11]=[C:10]([C:8]2[CH:9]=[C:4]([O:3][CH2:1][CH3:2])[CH:5]=[CH:6][C:7]=2[F:19])[CH:15]=1, predict the reactants needed to synthesize it. The reactants are: [CH2:1]([O:3][C:4]1[CH:5]=[CH:6][C:7]([F:19])=[C:8]([C:10]2[CH:15]=[CH:14][N+:13]([O-])=[C:12]([C:17]#[N:18])[CH:11]=2)[CH:9]=1)[CH3:2].P(Cl)(Cl)([Cl:22])=[O:21]. (6) Given the product [OH:7][C:6]1[C:5]2[C:9](=[CH:10][C:2]([CH3:1])=[CH:3][CH:4]=2)[C:8](=[O:11])[C:29]=1[C:25]1[CH:24]=[N:23][CH:28]=[CH:27][CH:26]=1, predict the reactants needed to synthesize it. The reactants are: [CH3:1][C:2]1[CH:10]=[C:9]2[C:5]([CH2:6][O:7][C:8]2=[O:11])=[CH:4][CH:3]=1.CC1C=C2C(=CC=1)C(=O)OC2.[N:23]1[CH:28]=[CH:27][CH:26]=[C:25]([CH:29]=O)[CH:24]=1.C[O-].[Na+]. (7) Given the product [C:26]([O:25][C@@H:19]([C:9]1[C:8]([CH3:30])=[CH:7][C:5]2[N:6]=[C:2]([C:36]([O:35][CH2:34][CH3:33])=[O:37])[S:3][C:4]=2[C:10]=1[O:11][S:12]([C:15]([F:18])([F:17])[F:16])(=[O:14])=[O:13])[C:20]([O:22][CH2:23][CH3:24])=[O:21])([CH3:29])([CH3:28])[CH3:27], predict the reactants needed to synthesize it. The reactants are: Br[C:2]1[S:3][C:4]2[C:10]([O:11][S:12]([C:15]([F:18])([F:17])[F:16])(=[O:14])=[O:13])=[C:9]([C@H:19]([O:25][C:26]([CH3:29])([CH3:28])[CH3:27])[C:20]([O:22][CH2:23][CH3:24])=[O:21])[C:8]([CH3:30])=[CH:7][C:5]=2[N:6]=1.[NH4+].[Cl-].[CH3:33][CH2:34][O:35][C:36](C)=[O:37].